This data is from PAMPA (Parallel Artificial Membrane Permeability Assay) permeability data from NCATS. The task is: Regression/Classification. Given a drug SMILES string, predict its absorption, distribution, metabolism, or excretion properties. Task type varies by dataset: regression for continuous measurements (e.g., permeability, clearance, half-life) or binary classification for categorical outcomes (e.g., BBB penetration, CYP inhibition). Dataset: pampa_ncats. (1) The drug is COC1=CC=C(C=C1)C2=C(NN=C2)C3=CC=C(C=C3)OC. The result is 1 (high permeability). (2) The compound is CCC(CC)C1=NC(=NC(=C1)[C@H]2CN3CC[C@H]2C[C@@H]3CNC(=O)COC4=CC=CC=C4)C5=CC=NC=C5. The result is 1 (high permeability). (3) The drug is C1=CC=C(C(=C1)CSC2=NC3=C(N2)C=C(C=N3)Br)C#N. The result is 1 (high permeability). (4) The molecule is CCC1=CC(=CC=C1)NC(=O)C2=C(OC3=NC(=NC(=C23)N4CCCC4)C)C. The result is 1 (high permeability). (5) The molecule is COC(=O)CNC(=O)C1=NC(=C2N1C=CC=C2)C3=CC=C(C=C3)F. The result is 1 (high permeability). (6) The drug is CCOC1=C(C=C(C=C1)CCNC(=O)C2=CC3=CC=CC=C3N2C)OCC. The result is 1 (high permeability). (7) The drug is C1=CC=C2C(=C1)/C(=C/C3=CC(=CC=C3)C(=O)O)/C(=O)N2. The result is 0 (low-to-moderate permeability).